From a dataset of Forward reaction prediction with 1.9M reactions from USPTO patents (1976-2016). Predict the product of the given reaction. (1) Given the reactants [Cl:1][C:2]1[CH:3]=[C:4]([C:12]2[N:16]=[C:15]([C:17]3[CH:22]=[CH:21][C:20]([NH:23][C@@H:24]4[CH2:28][CH2:27][CH2:26][C@@H:25]4[C:29]([OH:31])=[O:30])=[CH:19][CH:18]=3)[O:14][N:13]=2)[CH:5]=[CH:6][C:7]=1[O:8][CH:9]([CH3:11])[CH3:10].[Cl:32][C:33]1[CH:34]=[C:35]([C:43]2[N:47]=[C:46]([C:48]3[CH:53]=[CH:52][C:51]([NH:54][C@H:55]4[CH2:59][CH2:58][CH2:57][C@H:56]4[C:60]([OH:62])=[O:61])=[CH:50][CH:49]=3)[O:45][N:44]=2)[CH:36]=[CH:37][C:38]=1[O:39][CH:40]([CH3:42])[CH3:41].S(Cl)(Cl)=O, predict the reaction product. The product is: [Cl:1][C:2]1[CH:3]=[C:4]([C:12]2[N:16]=[C:15]([C:17]3[CH:22]=[CH:21][C:20]([NH:23][C@@H:24]4[CH2:28][CH2:27][CH2:26][C@@H:25]4[C:29]([O:31][CH3:33])=[O:30])=[CH:19][CH:18]=3)[O:14][N:13]=2)[CH:5]=[CH:6][C:7]=1[O:8][CH:9]([CH3:11])[CH3:10].[Cl:32][C:33]1[CH:34]=[C:35]([C:43]2[N:47]=[C:46]([C:48]3[CH:53]=[CH:52][C:51]([NH:54][C@H:55]4[CH2:59][CH2:58][CH2:57][C@H:56]4[C:60]([O:62][CH3:2])=[O:61])=[CH:50][CH:49]=3)[O:45][N:44]=2)[CH:36]=[CH:37][C:38]=1[O:39][CH:40]([CH3:42])[CH3:41]. (2) The product is: [CH:1]1([N:4]2[C:12]3[C:7](=[CH:8][CH:9]=[C:10]([C:13]4[O:14][C:24]([CH:22]5[CH2:23][O:20][CH2:21]5)=[N:16][N:15]=4)[CH:11]=3)[C:6]([CH3:17])([CH3:18])[C:5]2=[O:19])[CH2:2][CH2:3]1. Given the reactants [CH:1]1([N:4]2[C:12]3[C:7](=[CH:8][CH:9]=[C:10]([C:13]([NH:15][NH2:16])=[O:14])[CH:11]=3)[C:6]([CH3:18])([CH3:17])[C:5]2=[O:19])[CH2:3][CH2:2]1.[O:20]1[CH2:23][CH:22]([C:24](O)=O)[CH2:21]1, predict the reaction product. (3) Given the reactants [Br:1][C:2]1[C:3]([F:11])=[C:4]([C:7]([Cl:10])=[CH:8][CH:9]=1)[CH:5]=O.[NH2:12]OS(O)(=O)=O, predict the reaction product. The product is: [Br:1][C:2]1[C:3]([F:11])=[C:4]([C:7]([Cl:10])=[CH:8][CH:9]=1)[C:5]#[N:12]. (4) The product is: [F:8][C:9]1[C:14]([F:15])=[CH:13][CH:12]=[CH:11][C:10]=1[C@H:16]1[CH2:22][N:21]2[C:23]([CH2:26][C:27]([F:30])([F:28])[F:29])=[CH:24][N:25]=[C:20]2[C@H:19]([NH:31][C:33]([N:45]2[CH2:46][CH2:47][CH:48]([N:51]3[CH2:55][C:54](=[O:56])[NH:53][C:52]3=[O:57])[CH2:49][CH2:50]2)=[O:34])[CH2:18][CH2:17]1. Given the reactants C(N(CC)CC)C.[F:8][C:9]1[C:14]([F:15])=[CH:13][CH:12]=[CH:11][C:10]=1[C@H:16]1[CH2:22][N:21]2[C:23]([CH2:26][C:27]([F:30])([F:29])[F:28])=[CH:24][N:25]=[C:20]2[C@H:19]([NH2:31])[CH2:18][CH2:17]1.Cl[C:33](OC1C=CC([N+]([O-])=O)=CC=1)=[O:34].[NH:45]1[CH2:50][CH2:49][CH:48]([N:51]2[CH2:55][C:54](=[O:56])[NH:53][C:52]2=[O:57])[CH2:47][CH2:46]1.C(=O)([O-])[O-].[Na+].[Na+], predict the reaction product. (5) Given the reactants C(OC([N:8]1[CH2:13][CH:12]=[C:11]([C:14]2[CH:19]=[CH:18][C:17]([C:20](=[O:27])[NH:21][CH2:22][CH2:23][CH:24]3[CH2:26][CH2:25]3)=[CH:16][N:15]=2)[CH2:10][CH2:9]1)=O)(C)(C)C.FC(F)(F)C(O)=O, predict the reaction product. The product is: [CH:24]1([CH2:23][CH2:22][NH:21][C:20]([C:17]2[CH:18]=[CH:19][C:14]([C:11]3[CH2:12][CH2:13][NH:8][CH2:9][CH:10]=3)=[N:15][CH:16]=2)=[O:27])[CH2:26][CH2:25]1. (6) The product is: [C:1]([O:5][C:6]([N:8]1[CH2:15][C@H:14]2[C@H:10]([CH2:11][CH:12]([CH3:16])[CH2:13]2)[C@H:9]1[CH2:17][NH:18][C:28]([C:27]1[N:26]2[C:22]([S:23][CH:24]=[CH:25]2)=[N:21][C:20]=1[CH3:19])=[O:29])=[O:7])([CH3:3])([CH3:4])[CH3:2]. Given the reactants [C:1]([O:5][C:6]([N:8]1[CH2:15][C@H:14]2[C@H:10]([CH2:11][CH:12]([CH3:16])[CH2:13]2)[C@H:9]1[CH2:17][NH2:18])=[O:7])([CH3:4])([CH3:3])[CH3:2].[CH3:19][C:20]1[N:21]=[C:22]2[N:26]([C:27]=1[C:28](O)=[O:29])[CH:25]=[CH:24][S:23]2, predict the reaction product.